This data is from Full USPTO retrosynthesis dataset with 1.9M reactions from patents (1976-2016). The task is: Predict the reactants needed to synthesize the given product. (1) Given the product [CH3:12][O:11][C:4]1[CH:3]=[C:2]2[C:7]([N:8]=[C:13]3[CH2:21][CH2:20][CH2:19][CH2:18][CH2:17][CH2:16][CH2:15][N:14]32)=[CH:6][CH:5]=1, predict the reactants needed to synthesize it. The reactants are: I[C:2]1[CH:3]=[C:4]([O:11][CH3:12])[CH:5]=[CH:6][C:7]=1[N+:8]([O-])=O.[C:13]1(=O)[CH2:21][CH2:20][CH2:19][CH2:18][CH2:17][CH2:16][CH2:15][NH:14]1.CNCCN. (2) Given the product [CH2:17]1[C:25]2[C:20](=[CH:21][C:22]([NH:26][C:27]3[S:28][C:3]([C:4]([O:6][CH2:7][CH3:8])=[O:5])=[C:9]([C:10]4[CH:15]=[CH:14][N:13]=[CH:12][CH:11]=4)[N:29]=3)=[CH:23][CH:24]=2)[CH2:19][CH2:18]1, predict the reactants needed to synthesize it. The reactants are: Br.Br[CH:3]([C:9](=O)[C:10]1[CH:15]=[CH:14][N:13]=[CH:12][CH:11]=1)[C:4]([O:6][CH2:7][CH3:8])=[O:5].[CH2:17]1[C:25]2[C:20](=[CH:21][C:22]([NH:26][C:27]([NH2:29])=[S:28])=[CH:23][CH:24]=2)[CH2:19][CH2:18]1.N. (3) Given the product [OH:21][CH2:20][CH2:19][CH2:18][N:17]([C:14]1[S:15][CH:16]=[C:12]([C:10]2[O:9][N:8]=[C:7]([C:1]3[CH:2]=[CH:3][CH:4]=[CH:5][CH:6]=3)[CH:11]=2)[N:13]=1)[C:48]([C:44]1[S:43][CH:47]=[CH:46][CH:45]=1)=[O:49], predict the reactants needed to synthesize it. The reactants are: [C:1]1([C:7]2[CH:11]=[C:10]([C:12]3[N:13]=[C:14]([NH:17][CH2:18][CH2:19][CH2:20][OH:21])[S:15][CH:16]=3)[O:9][N:8]=2)[CH:6]=[CH:5][CH:4]=[CH:3][CH:2]=1.C/C(/O[Si](C)(C)C)=N\[Si](C)(C)C.C(N(CC)C(C)C)(C)C.[S:43]1[CH:47]=[CH:46][CH:45]=[C:44]1[C:48](Cl)=[O:49].